This data is from Reaction yield outcomes from USPTO patents with 853,638 reactions. The task is: Predict the reaction yield, written as a fraction of the theoretical maximum amount of product (1.0 means a 100% yield; for example, 0.34 means a 34% yield). (1) The reactants are Cl.[NH2:2][CH2:3][C:4]1[CH:12]=[CH:11][CH:10]=[C:9]2[C:5]=1[C:6](=[O:22])[N:7]([CH:14]1[CH2:19][CH2:18][C:17](=[O:20])[NH:16][C:15]1=[O:21])[C:8]2=[O:13].N12CCCN=C1CCCCC2.[F:34][C:35]1[CH:36]=[C:37]([CH2:42][C:43](O)=[O:44])[CH:38]=[CH:39][C:40]=1[CH3:41].Cl.CN(C)CCCN=C=NCC. The catalyst is C(#N)C. The product is [O:21]=[C:15]1[CH:14]([N:7]2[C:6](=[O:22])[C:5]3[C:9](=[CH:10][CH:11]=[CH:12][C:4]=3[CH2:3][NH:2][C:43](=[O:44])[CH2:42][C:37]3[CH:38]=[CH:39][C:40]([CH3:41])=[C:35]([F:34])[CH:36]=3)[C:8]2=[O:13])[CH2:19][CH2:18][C:17](=[O:20])[NH:16]1. The yield is 0.700. (2) The reactants are [C:1]([C:3]1[CH:8]=[CH:7][CH:6]=[CH:5][C:4]=1[C:9]1[CH:14]=[CH:13][C:12]([CH2:15][C:16]2[C:17](=[O:44])[N:18]([C@H:28]3[CH2:33][CH2:32][C@H:31]([O:34][CH:35]([CH2:41][CH:42]=C)[C:36]([O:38][CH2:39][CH3:40])=[O:37])[CH2:30][CH2:29]3)[C:19]3[N:20]([N:25]=[CH:26][N:27]=3)[C:21]=2[CH2:22][CH2:23][CH3:24])=[C:11]([F:45])[CH:10]=1)#[N:2].I([O-])(=O)(=O)=[O:47].[Na+].CC(C)=O.C(#N)C. The catalyst is [Os](=O)(=O)(=O)=O.O. The product is [C:1]([C:3]1[CH:8]=[CH:7][CH:6]=[CH:5][C:4]=1[C:9]1[CH:14]=[CH:13][C:12]([CH2:15][C:16]2[C:17](=[O:44])[N:18]([C@H:28]3[CH2:33][CH2:32][C@H:31]([O:34][CH:35]([CH2:41][CH2:42][OH:47])[C:36]([O:38][CH2:39][CH3:40])=[O:37])[CH2:30][CH2:29]3)[C:19]3[N:20]([N:25]=[CH:26][N:27]=3)[C:21]=2[CH2:22][CH2:23][CH3:24])=[C:11]([F:45])[CH:10]=1)#[N:2]. The yield is 0.360.